Dataset: Reaction yield outcomes from USPTO patents with 853,638 reactions. Task: Predict the reaction yield, written as a fraction of the theoretical maximum amount of product (1.0 means a 100% yield; for example, 0.34 means a 34% yield). (1) The product is [N:1]1[CH:2]=[CH:3][N:4]2[C:9]=1[CH:8]=[CH:7][C:6]([NH:10][C:11]([N:33]1[CH2:34][CH2:35][N:30]([C:27]3[S:28][CH:29]=[C:25]([C:19]4[CH:24]=[CH:23][CH:22]=[CH:21][CH:20]=4)[N:26]=3)[CH2:31][CH2:32]1)=[O:18])=[N:5]2. The yield is 0.665. The catalyst is CS(C)=O.C(OCC)(=O)C. The reactants are [N:1]1[CH:2]=[CH:3][N:4]2[C:9]=1[CH:8]=[CH:7][C:6]([NH:10][C:11](=[O:18])OCC(Cl)(Cl)Cl)=[N:5]2.[C:19]1([C:25]2[N:26]=[C:27]([N:30]3[CH2:35][CH2:34][NH:33][CH2:32][CH2:31]3)[S:28][CH:29]=2)[CH:24]=[CH:23][CH:22]=[CH:21][CH:20]=1.C(N(C(C)C)CC)(C)C.O. (2) The reactants are [Cl-].O[NH3+:3].[C:4](=[O:7])([O-])[OH:5].[Na+].CS(C)=O.[C:13]([C:16]1[CH:56]=[CH:55][C:19]([O:20][C@H:21]2[CH2:26][CH2:25][C@H:24]([N:27]3[C:32](=[O:33])[C:31]([CH2:34][C:35]4[CH:40]=[CH:39][C:38]([C:41]5[C:42]([C:47]#[N:48])=[CH:43][CH:44]=[CH:45][CH:46]=5)=[CH:37][CH:36]=4)=[C:30]([CH2:49][CH2:50][CH3:51])[N:29]4[N:52]=[CH:53][N:54]=[C:28]34)[CH2:23][CH2:22]2)=[CH:18][CH:17]=1)(=[O:15])[CH3:14]. The catalyst is O.C(OCC)(=O)C. The product is [C:13]([C:16]1[CH:17]=[CH:18][C:19]([O:20][C@H:21]2[CH2:26][CH2:25][C@H:24]([N:27]3[C:32](=[O:33])[C:31]([CH2:34][C:35]4[CH:40]=[CH:39][C:38]([C:41]5[CH:46]=[CH:45][CH:44]=[CH:43][C:42]=5[C:47]5[NH:3][C:4](=[O:7])[O:5][N:48]=5)=[CH:37][CH:36]=4)=[C:30]([CH2:49][CH2:50][CH3:51])[N:29]4[N:52]=[CH:53][N:54]=[C:28]34)[CH2:23][CH2:22]2)=[CH:55][CH:56]=1)(=[O:15])[CH3:14]. The yield is 0.240.